This data is from Forward reaction prediction with 1.9M reactions from USPTO patents (1976-2016). The task is: Predict the product of the given reaction. (1) Given the reactants [CH3:1][O:2][CH2:3][C:4]([CH3:11])([CH3:10])[C:5](=[O:9])[CH2:6][C:7]#[N:8].[OH-].[Na+].Cl.[NH2:15]O.Cl, predict the reaction product. The product is: [CH3:1][O:2][CH2:3][C:4]([C:5]1[O:9][N:8]=[C:7]([NH2:15])[CH:6]=1)([CH3:11])[CH3:10]. (2) The product is: [F:8][C:6]1[CH:5]=[CH:4][C:3]([C:9]2[N:14]=[CH:13][N:12]=[C:11]([NH:15][C:16]3[CH:31]=[CH:30][CH:29]=[C:18]([CH2:19][S:20]([CH3:22])(=[NH:23])=[O:21])[CH:17]=3)[N:10]=2)=[C:2]([O:42][CH2:41][C:34]2[CH:35]=[C:36]([F:40])[CH:37]=[C:38]([F:39])[C:33]=2[F:32])[CH:7]=1. Given the reactants F[C:2]1[CH:7]=[C:6]([F:8])[CH:5]=[CH:4][C:3]=1[C:9]1[N:14]=[CH:13][N:12]=[C:11]([NH:15][C:16]2[CH:17]=[C:18]([CH:29]=[CH:30][CH:31]=2)[CH2:19][S:20](=[N:23]C(=O)OCC)([CH3:22])=[O:21])[N:10]=1.[F:32][C:33]1[C:38]([F:39])=[CH:37][C:36]([F:40])=[CH:35][C:34]=1[CH2:41][OH:42], predict the reaction product. (3) Given the reactants [CH2:1]([N:8]1[CH2:13][CH2:12][NH:11][CH2:10][CH2:9]1)[C:2]1[CH:7]=[CH:6][CH:5]=[CH:4][CH:3]=1.[C:14]([N:21]1[CH2:26][CH2:25][NH:24][CH2:23][C@@H:22]1[C:27](O)=[O:28])([O:16][C:17]([CH3:20])([CH3:19])[CH3:18])=[O:15].C(N(CC)CC)C.C1CN([P+](ON2N=NC3C=CC=CC2=3)(N2CCCC2)N2CCCC2)CC1.F[P-](F)(F)(F)(F)F, predict the reaction product. The product is: [CH2:1]([N:8]1[CH2:13][CH2:12][N:11]([C:27]([C@H:22]2[CH2:23][NH:24][CH2:25][CH2:26][N:21]2[C:14]([O:16][C:17]([CH3:20])([CH3:19])[CH3:18])=[O:15])=[O:28])[CH2:10][CH2:9]1)[C:2]1[CH:3]=[CH:4][CH:5]=[CH:6][CH:7]=1.